This data is from Reaction yield outcomes from USPTO patents with 853,638 reactions. The task is: Predict the reaction yield, written as a fraction of the theoretical maximum amount of product (1.0 means a 100% yield; for example, 0.34 means a 34% yield). (1) The reactants are C(N(CC)CC)C.[CH3:8][N:9]1[C:17]2[C:12](=[CH:13][CH:14]=[CH:15][CH:16]=2)[C:11]([CH:18]=[O:19])=[N:10]1.[CH:20](=[N:27][C:28]1[CH:33]=[N:32][CH:31]=[C:30]([O:34][CH3:35])[N:29]=1)[C:21]1[CH:26]=[CH:25][CH:24]=[CH:23][CH:22]=1. The catalyst is [Cl-].C([N+]1C(C)=C(CCO)SC=1)C1C=CC=CC=1.C(O)C. The product is [CH3:35][O:34][C:30]1[N:29]=[C:28]([NH:27][CH:20]([C:21]2[CH:26]=[CH:25][CH:24]=[CH:23][CH:22]=2)[C:18]([C:11]2[C:12]3[C:17](=[CH:16][CH:15]=[CH:14][CH:13]=3)[N:9]([CH3:8])[N:10]=2)=[O:19])[CH:33]=[N:32][CH:31]=1. The yield is 0.130. (2) The reactants are Br[C:2]1[CH:3]=[C:4]([CH2:8][OH:9])[CH:5]=[N:6][CH:7]=1.[CH3:10][N:11]1[C:20]2[C:15](=[CH:16][C:17](B3OC(C)(C)C(C)(C)O3)=[CH:18][CH:19]=2)[CH2:14][CH2:13][C:12]1=[O:30].CN(C=O)C.C([O-])([O-])=O.[Na+].[Na+]. The catalyst is CCOC(C)=O.C1C=CC(P(C2C=CC=CC=2)C2C=CC=CC=2)=CC=1.C1C=CC(P(C2C=CC=CC=2)C2C=CC=CC=2)=CC=1.Cl[Pd]Cl. The product is [OH:9][CH2:8][C:4]1[CH:3]=[C:2]([C:17]2[CH:16]=[C:15]3[C:20](=[CH:19][CH:18]=2)[N:11]([CH3:10])[C:12](=[O:30])[CH2:13][CH2:14]3)[CH:7]=[N:6][CH:5]=1. The yield is 0.740. (3) The reactants are [O:1]1[CH2:6][CH2:5][CH:4]([CH2:7][N:8]2[C:16]3[C:11](=[CH:12][C:13]([C:17](O)=[O:18])=[CH:14][CH:15]=3)[C:10]([C:20]([CH:22]3[C:24]([CH3:26])([CH3:25])[C:23]3([CH3:28])[CH3:27])=[O:21])=[CH:9]2)[CH2:3][CH2:2]1.[C:29](N1C=CN=C1)([N:31]1C=CN=C1)=O.CN. The catalyst is CCOC(C)=O.C1COCC1. The product is [CH3:29][NH:31][C:17]([C:13]1[CH:12]=[C:11]2[C:16](=[CH:15][CH:14]=1)[N:8]([CH2:7][CH:4]1[CH2:5][CH2:6][O:1][CH2:2][CH2:3]1)[CH:9]=[C:10]2[C:20]([CH:22]1[C:23]([CH3:28])([CH3:27])[C:24]1([CH3:25])[CH3:26])=[O:21])=[O:18]. The yield is 0.140. (4) The reactants are [N:12]1[C:14]2[C:5](=[CH:6][CH:7]=[C:8]3[C:13]=2[N:12]=[CH:14][CH:5]=[CH:6]3)[CH:7]=[CH:8][CH:13]=1.[C:15]([O-])([O-])=[O:16].[Cs+].[Cs+].IC1C=C(C=CC=1)N.CO. The catalyst is [Cu]I. The product is [CH3:15][O:16][C:5]1[CH:14]=[C:13]([CH:8]=[CH:7][CH:6]=1)[NH2:12]. The yield is 0.780. (5) The reactants are [C:1]([N:9]=[C:10]=[S:11])(=[O:8])[C:2]1[CH:7]=[CH:6][CH:5]=[CH:4][CH:3]=1.[CH2:12]([O:19][C:20]1[C:21]([NH2:26])=[N:22][CH:23]=[CH:24][CH:25]=1)[C:13]1[CH:18]=[CH:17][CH:16]=[CH:15][CH:14]=1. The catalyst is C1COCC1. The product is [C:1]([NH:9][C:10]([NH:26][C:21]1[C:20]([O:19][CH2:12][C:13]2[CH:14]=[CH:15][CH:16]=[CH:17][CH:18]=2)=[CH:25][CH:24]=[CH:23][N:22]=1)=[S:11])(=[O:8])[C:2]1[CH:7]=[CH:6][CH:5]=[CH:4][CH:3]=1. The yield is 0.979. (6) The reactants are [NH:1]1[C:9]2[C:4](=[CH:5][CH:6]=[CH:7][CH:8]=2)[CH2:3][C:2]1=[O:10].[Br:11]N1C(=O)CCC1=O. The catalyst is C(#N)C. The product is [Br:11][C:6]1[CH:5]=[C:4]2[C:9](=[CH:8][CH:7]=1)[NH:1][C:2](=[O:10])[CH2:3]2. The yield is 0.870.